This data is from Forward reaction prediction with 1.9M reactions from USPTO patents (1976-2016). The task is: Predict the product of the given reaction. (1) Given the reactants CCN(C(C)C)C(C)C.[CH2:10]([O:12][C:13]([C:15]1[CH:16]=[N:17][N:18]([C:20]2[NH:29][C:28](=[O:30])[C:27]3[C:22](=[CH:23][CH:24]=[C:25]([Br:31])[CH:26]=3)[N:21]=2)[CH:19]=1)=[O:14])[CH3:11].Cl[CH2:33][O:34][CH2:35][CH2:36][Si:37]([CH3:40])([CH3:39])[CH3:38], predict the reaction product. The product is: [CH2:10]([O:12][C:13]([C:15]1[CH:16]=[N:17][N:18]([C:20]2[N:29]([CH2:33][O:34][CH2:35][CH2:36][Si:37]([CH3:40])([CH3:39])[CH3:38])[C:28](=[O:30])[C:27]3[C:22](=[CH:23][CH:24]=[C:25]([Br:31])[CH:26]=3)[N:21]=2)[CH:19]=1)=[O:14])[CH3:11]. (2) Given the reactants [Cl:1][C:2]1[CH:7]=[C:6]([N+:8]([O-])=O)[CH:5]=[CH:4][C:3]=1[CH:11]([C:13]1[CH:18]=[CH:17][CH:16]=[CH:15][N:14]=1)[OH:12].C(O)C.O.[SH-].[Na+], predict the reaction product. The product is: [NH2:8][C:6]1[CH:5]=[CH:4][C:3]([CH:11]([C:13]2[CH:18]=[CH:17][CH:16]=[CH:15][N:14]=2)[OH:12])=[C:2]([Cl:1])[CH:7]=1. (3) Given the reactants [CH2:1]([N:4]([CH2:17][C:18]1[CH:23]=[CH:22][CH:21]=[CH:20][C:19]=1[C:24]([CH:26]1[CH2:29][CH2:28][CH2:27]1)=C)[S:5]([C:8]1[CH:13]=[CH:12][CH:11]=[CH:10][C:9]=1[N+:14]([O-:16])=[O:15])(=[O:7])=[O:6])[CH:2]=C, predict the reaction product. The product is: [CH:26]1([C:24]2[C:19]3[CH:20]=[CH:21][CH:22]=[CH:23][C:18]=3[CH2:17][N:4]([S:5]([C:8]3[CH:13]=[CH:12][CH:11]=[CH:10][C:9]=3[N+:14]([O-:16])=[O:15])(=[O:7])=[O:6])[CH2:1][CH:2]=2)[CH2:29][CH2:28][CH2:27]1. (4) Given the reactants [CH3:1][O:2][CH2:3][CH2:4][N:5]1[CH2:11][CH2:10][C:9]2[CH:12]=[C:13]([NH2:16])[CH:14]=[CH:15][C:8]=2[CH2:7][CH2:6]1.[CH2:17]([O:24][CH2:25][CH2:26][CH2:27][O:28][C:29]1[CH:34]=[CH:33][CH:32]=[C:31]([F:35])[C:30]=1[NH:36][C:37]1[C:42]([Cl:43])=[CH:41][N:40]=[C:39](Cl)[N:38]=1)[C:18]1[CH:23]=[CH:22][CH:21]=[CH:20][CH:19]=1, predict the reaction product. The product is: [CH2:17]([O:24][CH2:25][CH2:26][CH2:27][O:28][C:29]1[CH:34]=[CH:33][CH:32]=[C:31]([F:35])[C:30]=1[NH:36][C:37]1[C:42]([Cl:43])=[CH:41][N:40]=[C:39]([NH:16][C:13]2[CH:14]=[CH:15][C:8]3[CH2:7][CH2:6][N:5]([CH2:4][CH2:3][O:2][CH3:1])[CH2:11][CH2:10][C:9]=3[CH:12]=2)[N:38]=1)[C:18]1[CH:23]=[CH:22][CH:21]=[CH:20][CH:19]=1. (5) Given the reactants Cl.[CH3:2][O:3][C:4](=[O:10])[C@H:5]([NH2:9])[C@@H:6]([OH:8])[CH3:7].C(N(C(C)C)CC)(C)C.[F:20][C:21]1[CH:22]=[C:23]([CH:36]=[C:37]([F:39])[CH:38]=1)[CH2:24][O:25][C:26]1[CH:31]=[CH:30][C:29]([S:32](Cl)(=[O:34])=[O:33])=[CH:28][CH:27]=1.O, predict the reaction product. The product is: [CH3:2][O:3][C:4](=[O:10])[C@H:5]([NH:9][S:32]([C:29]1[CH:28]=[CH:27][C:26]([O:25][CH2:24][C:23]2[CH:36]=[C:37]([F:39])[CH:38]=[C:21]([F:20])[CH:22]=2)=[CH:31][CH:30]=1)(=[O:34])=[O:33])[C@@H:6]([OH:8])[CH3:7]. (6) Given the reactants [CH3:1][O:2][C:3]([C:5]1[O:6][CH:7]=[CH:8][C:9]=1[CH2:10][N:11]1C(=O)C2=CC=CC=C2C1=O)=[O:4].O.NN, predict the reaction product. The product is: [NH2:11][CH2:10][C:9]1[CH:8]=[CH:7][O:6][C:5]=1[C:3]([O:2][CH3:1])=[O:4].